This data is from Merck oncology drug combination screen with 23,052 pairs across 39 cell lines. The task is: Regression. Given two drug SMILES strings and cell line genomic features, predict the synergy score measuring deviation from expected non-interaction effect. (1) Drug 1: COc1cc(C2c3cc4c(cc3C(OC3OC5COC(C)OC5C(O)C3O)C3COC(=O)C23)OCO4)cc(OC)c1O. Drug 2: O=C(CCCCCCC(=O)Nc1ccccc1)NO. Cell line: DLD1. Synergy scores: synergy=7.50. (2) Cell line: DLD1. Drug 1: COC12C(COC(N)=O)C3=C(C(=O)C(C)=C(N)C3=O)N1CC1NC12. Synergy scores: synergy=11.3. Drug 2: CS(=O)(=O)CCNCc1ccc(-c2ccc3ncnc(Nc4ccc(OCc5cccc(F)c5)c(Cl)c4)c3c2)o1. (3) Drug 1: CC(=O)OC1C(=O)C2(C)C(O)CC3OCC3(OC(C)=O)C2C(OC(=O)c2ccccc2)C2(O)CC(OC(=O)C(O)C(NC(=O)c3ccccc3)c3ccccc3)C(C)=C1C2(C)C. Drug 2: C=CCn1c(=O)c2cnc(Nc3ccc(N4CCN(C)CC4)cc3)nc2n1-c1cccc(C(C)(C)O)n1. Cell line: COLO320DM. Synergy scores: synergy=9.94. (4) Synergy scores: synergy=6.15. Drug 2: O=C(O)C1(Cc2cccc(Nc3nccs3)n2)CCC(Oc2cccc(Cl)c2F)CC1. Cell line: SW837. Drug 1: Nc1ccn(C2OC(CO)C(O)C2(F)F)c(=O)n1. (5) Drug 1: C=CCn1c(=O)c2cnc(Nc3ccc(N4CCN(C)CC4)cc3)nc2n1-c1cccc(C(C)(C)O)n1. Drug 2: Cc1nc(Nc2ncc(C(=O)Nc3c(C)cccc3Cl)s2)cc(N2CCN(CCO)CC2)n1. Cell line: EFM192B. Synergy scores: synergy=6.63. (6) Drug 1: COc1cccc2c1C(=O)c1c(O)c3c(c(O)c1C2=O)CC(O)(C(=O)CO)CC3OC1CC(N)C(O)C(C)O1. Drug 2: Cn1cc(-c2cnn3c(N)c(Br)c(C4CCCNC4)nc23)cn1. Cell line: COLO320DM. Synergy scores: synergy=20.7.